Task: Predict the reactants needed to synthesize the given product.. Dataset: Full USPTO retrosynthesis dataset with 1.9M reactions from patents (1976-2016) (1) Given the product [Cl:88][C:83]1[CH:84]=[CH:85][CH:86]=[CH:87][C:82]=1[O:81][CH:78]1[CH2:77][CH2:76][N:75]([C:73](=[O:74])[CH2:72][NH:71][C:22]([C:19]2[CH:18]=[C:17]([C:13]3[CH:12]=[N:11][CH:16]=[CH:15][CH:14]=3)[NH:21][N:20]=2)=[O:24])[CH2:80][CH2:79]1, predict the reactants needed to synthesize it. The reactants are: CCN(C(C)C)C(C)C.Cl.[N:11]1[CH:16]=[CH:15][CH:14]=[C:13]([C:17]2[NH:21][N:20]=[C:19]([C:22]([OH:24])=O)[CH:18]=2)[CH:12]=1.C1(C2NN=C(C(O)=O)C=2)C=CC=CC=1.C(C1C=NC=CC=1)(=O)C.C1C=CC2N(O)N=NC=2C=1.CCN=C=NCCCN(C)C.Cl.Cl.[NH2:71][CH2:72][C:73]([N:75]1[CH2:80][CH2:79][CH:78]([O:81][C:82]2[CH:87]=[CH:86][CH:85]=[CH:84][C:83]=2[Cl:88])[CH2:77][CH2:76]1)=[O:74]. (2) Given the product [NH2:1][C@@H:2]([C@H:14]([C:16]1[CH:21]=[CH:20][CH:19]=[CH:18][CH:17]=1)[CH3:15])[C:3]([NH:5][C:6]1[CH:11]=[CH:10][C:9]([C:34]#[C:33][Si:30]([CH3:32])([CH3:31])[CH3:29])=[CH:8][C:7]=1[F:13])=[O:4], predict the reactants needed to synthesize it. The reactants are: [NH2:1][C@@H:2]([C@H:14]([C:16]1[CH:21]=[CH:20][CH:19]=[CH:18][CH:17]=1)[CH3:15])[C:3]([NH:5][C:6]1[CH:11]=[CH:10][C:9](I)=[CH:8][C:7]=1[F:13])=[O:4].C(N(CC)CC)C.[CH3:29][Si:30]([C:33]#[CH:34])([CH3:32])[CH3:31]. (3) Given the product [C:1]([N:8]1[CH2:9][CH:10]([C:11]([O:13][CH2:14][CH3:15])=[O:12])[O:5][C:6]2[CH:19]=[CH:18][CH:17]=[CH:16][C:7]1=2)(=[O:3])[CH3:2], predict the reactants needed to synthesize it. The reactants are: [C:1](Cl)(=[O:3])[CH3:2].[O:5]1[CH:10]([C:11]([O:13][CH2:14][CH3:15])=[O:12])[CH2:9][NH:8][C:7]2[CH:16]=[CH:17][CH:18]=[CH:19][C:6]1=2.CCN(C(C)C)C(C)C. (4) Given the product [C:18]1([C:24]([C:28]2[CH:29]=[CH:30][CH:31]=[CH:32][CH:33]=2)=[CH:25][CH2:26][N:4]2[CH2:3][CH2:2][N:1]([C:7]3[CH:8]=[CH:9][C:10]([C:11]([O:13][CH2:14][CH3:15])=[O:12])=[CH:16][CH:17]=3)[CH2:6][CH2:5]2)[CH:23]=[CH:22][CH:21]=[CH:20][CH:19]=1, predict the reactants needed to synthesize it. The reactants are: [N:1]1([C:7]2[CH:17]=[CH:16][C:10]([C:11]([O:13][CH2:14][CH3:15])=[O:12])=[CH:9][CH:8]=2)[CH2:6][CH2:5][NH:4][CH2:3][CH2:2]1.[C:18]1([C:24]([C:28]2[CH:33]=[CH:32][CH:31]=[CH:30][CH:29]=2)=[CH:25][CH:26]=O)[CH:23]=[CH:22][CH:21]=[CH:20][CH:19]=1.C(O)(=O)C.C(O[BH-](OC(=O)C)OC(=O)C)(=O)C.[Na+]. (5) Given the product [F:14][C:15]1[CH:16]=[C:17]2[C:22](=[CH:23][CH:24]=1)[N:21]=[C:20]([CH:25]=[CH:26][C:27]1[O:28][C:29]([N+:32]([O-:34])=[O:33])=[CH:30][CH:31]=1)[N:19]=[C:18]2[NH:7][C:6]1[CH:5]=[CH:4][C:3]([OH:8])=[CH:2][CH:1]=1, predict the reactants needed to synthesize it. The reactants are: [CH:1]1[C:6]([NH2:7])=[CH:5][CH:4]=[C:3]([OH:8])[CH:2]=1.CN(C)C=O.[F:14][C:15]1[CH:16]=[C:17]2[C:22](=[CH:23][CH:24]=1)[N:21]=[C:20]([CH:25]=[CH:26][C:27]1[O:28][C:29]([N+:32]([O-:34])=[O:33])=[CH:30][CH:31]=1)[N:19]=[C:18]2Cl.